From a dataset of NCI-60 drug combinations with 297,098 pairs across 59 cell lines. Regression. Given two drug SMILES strings and cell line genomic features, predict the synergy score measuring deviation from expected non-interaction effect. (1) Drug 1: CCC1(CC2CC(C3=C(CCN(C2)C1)C4=CC=CC=C4N3)(C5=C(C=C6C(=C5)C78CCN9C7C(C=CC9)(C(C(C8N6C=O)(C(=O)OC)O)OC(=O)C)CC)OC)C(=O)OC)O.OS(=O)(=O)O. Drug 2: CS(=O)(=O)CCNCC1=CC=C(O1)C2=CC3=C(C=C2)N=CN=C3NC4=CC(=C(C=C4)OCC5=CC(=CC=C5)F)Cl. Cell line: UO-31. Synergy scores: CSS=18.8, Synergy_ZIP=-6.04, Synergy_Bliss=-0.942, Synergy_Loewe=-0.289, Synergy_HSA=0.496. (2) Drug 1: COC1=CC(=CC(=C1O)OC)C2C3C(COC3=O)C(C4=CC5=C(C=C24)OCO5)OC6C(C(C7C(O6)COC(O7)C8=CC=CS8)O)O. Drug 2: CN(C)N=NC1=C(NC=N1)C(=O)N. Cell line: HOP-62. Synergy scores: CSS=25.1, Synergy_ZIP=2.43, Synergy_Bliss=4.59, Synergy_Loewe=-44.0, Synergy_HSA=2.02. (3) Drug 1: C1=NC2=C(N1)C(=S)N=C(N2)N. Drug 2: CC1=C2C(C(=O)C3(C(CC4C(C3C(C(C2(C)C)(CC1OC(=O)C(C(C5=CC=CC=C5)NC(=O)OC(C)(C)C)O)O)OC(=O)C6=CC=CC=C6)(CO4)OC(=O)C)O)C)O. Cell line: DU-145. Synergy scores: CSS=43.2, Synergy_ZIP=-5.03, Synergy_Bliss=-6.29, Synergy_Loewe=-2.35, Synergy_HSA=-0.409. (4) Drug 1: C1=CC(=C2C(=C1NCCNCCO)C(=O)C3=C(C=CC(=C3C2=O)O)O)NCCNCCO. Drug 2: CCC1(CC2CC(C3=C(CCN(C2)C1)C4=CC=CC=C4N3)(C5=C(C=C6C(=C5)C78CCN9C7C(C=CC9)(C(C(C8N6C=O)(C(=O)OC)O)OC(=O)C)CC)OC)C(=O)OC)O.OS(=O)(=O)O. Cell line: HT29. Synergy scores: CSS=67.6, Synergy_ZIP=2.15, Synergy_Bliss=3.32, Synergy_Loewe=3.91, Synergy_HSA=4.89. (5) Drug 1: CN1C(=O)N2C=NC(=C2N=N1)C(=O)N. Drug 2: N.N.Cl[Pt+2]Cl. Cell line: PC-3. Synergy scores: CSS=23.3, Synergy_ZIP=-6.49, Synergy_Bliss=-1.60, Synergy_Loewe=-8.11, Synergy_HSA=0.212.